Dataset: Catalyst prediction with 721,799 reactions and 888 catalyst types from USPTO. Task: Predict which catalyst facilitates the given reaction. Reactant: Cl.[NH2:2][CH:3]([CH2:8][OH:9])[C:4]([O:6][CH3:7])=[O:5].N1C=CN=C1.C([Si](C)(C)Cl)(C)(C)C.C(N(CC)CC)C.[N:30]1([C:36](Cl)=[O:37])[CH2:35][CH2:34][CH2:33][CH2:32][CH2:31]1. Product: [OH:9][CH2:8][CH:3]([NH:2][C:36]([N:30]1[CH2:35][CH2:34][CH2:33][CH2:32][CH2:31]1)=[O:37])[C:4]([O:6][CH3:7])=[O:5]. The catalyst class is: 526.